This data is from Forward reaction prediction with 1.9M reactions from USPTO patents (1976-2016). The task is: Predict the product of the given reaction. (1) Given the reactants [CH2:1]([O:3][C:4](=[O:24])[CH2:5][C@@H:6]([NH:15][C:16]1[CH:21]=[C:20]([CH3:22])[CH:19]=[CH:18][C:17]=1[NH2:23])[CH2:7][CH2:8][C:9]1[CH:14]=[CH:13][CH:12]=[CH:11][CH:10]=1)[CH3:2].C1N=CN([C:30](N2C=NC=C2)=[O:31])C=1, predict the reaction product. The product is: [CH2:1]([O:3][C:4](=[O:24])[CH2:5][C@@H:6]([N:15]1[C:16]2[CH:21]=[C:20]([CH3:22])[CH:19]=[CH:18][C:17]=2[NH:23][C:30]1=[O:31])[CH2:7][CH2:8][C:9]1[CH:14]=[CH:13][CH:12]=[CH:11][CH:10]=1)[CH3:2]. (2) Given the reactants [CH2:1](OCC)C.[N:6]1([C:12]2[C:17]([CH:18]=[O:19])=[CH:16][CH:15]=[C:14]([C:20]([F:23])([F:22])[F:21])[N:13]=2)[CH2:11][CH2:10][O:9][CH2:8][CH2:7]1.C[Mg]Cl, predict the reaction product. The product is: [N:6]1([C:12]2[C:17]([CH:18]([OH:19])[CH3:1])=[CH:16][CH:15]=[C:14]([C:20]([F:23])([F:21])[F:22])[N:13]=2)[CH2:11][CH2:10][O:9][CH2:8][CH2:7]1.